This data is from Catalyst prediction with 721,799 reactions and 888 catalyst types from USPTO. The task is: Predict which catalyst facilitates the given reaction. (1) Reactant: [CH:1]([O:4][C:5]1[N:6]=[C:7]([C:10]2[CH:15]=[CH:14][C:13]([OH:16])=[C:12]([O:17][CH3:18])[CH:11]=2)[S:8][CH:9]=1)([CH3:3])[CH3:2].Br[CH2:20][CH2:21][CH2:22][O:23][C:24]1[CH:25]=[C:26]2[C:30](=[CH:31][CH:32]=1)[N:29]([CH2:33][C:34]([O:36][CH2:37]C)=[O:35])[CH:28]=[CH:27]2.C(=O)([O-])[O-].[Cs+].[Cs+]. Product: [CH:1]([O:4][C:5]1[N:6]=[C:7]([C:10]2[CH:15]=[CH:14][C:13]([O:16][CH2:20][CH2:21][CH2:22][O:23][C:24]3[CH:25]=[C:26]4[C:30](=[CH:31][CH:32]=3)[N:29]([CH2:33][C:34]([O:36][CH3:37])=[O:35])[CH:28]=[CH:27]4)=[C:12]([O:17][CH3:18])[CH:11]=2)[S:8][CH:9]=1)([CH3:3])[CH3:2]. The catalyst class is: 3. (2) Reactant: [NH2:1][C:2]1[CH:37]=[CH:36][C:5]([O:6][C:7]2[CH:12]=[CH:11][N:10]=[C:9]3[CH:13]=[C:14]([C:16]4[CH:17]=[C:18]([CH:33]=[CH:34][CH:35]=4)[CH2:19][CH2:20][N:21]([CH2:29][CH2:30][O:31][CH3:32])C(=O)OC(C)(C)C)[S:15][C:8]=23)=[C:4]([F:38])[CH:3]=1.C(O)C.C1(C)C=CC=CC=1.[F:49][C:50]1[CH:55]=[CH:54][C:53]([CH2:56][C:57]([N:59]=[C:60]=[S:61])=[O:58])=[CH:52][CH:51]=1.FC(F)(F)C(O)=O. Product: [F:38][C:4]1[CH:3]=[C:2]([NH:1][C:60]([NH:59][C:57](=[O:58])[CH2:56][C:53]2[CH:54]=[CH:55][C:50]([F:49])=[CH:51][CH:52]=2)=[S:61])[CH:37]=[CH:36][C:5]=1[O:6][C:7]1[CH:12]=[CH:11][N:10]=[C:9]2[CH:13]=[C:14]([C:16]3[CH:35]=[CH:34][CH:33]=[C:18]([CH2:19][CH2:20][NH:21][CH2:29][CH2:30][O:31][CH3:32])[CH:17]=3)[S:15][C:8]=12. The catalyst class is: 4. (3) Reactant: [Cl:1][C:2]1[CH:7]=[C:6]([F:8])[CH:5]=[CH:4][C:3]=1[O:9][CH3:10].[Li]C(C)(C)C.CCCCC.[CH3:21][Si:22]([CH3:25])([CH3:24])Cl.C(=O)(O)[O-].[Na+]. Product: [F:8][C:6]1[CH:5]=[CH:4][C:3]([O:9][CH3:10])=[C:2]([Cl:1])[C:7]=1[Si:22]([CH3:25])([CH3:24])[CH3:21]. The catalyst class is: 1. (4) Reactant: [C:1]([O:5][C:6](=[O:25])[C@@H:7]([NH2:24])[CH2:8][NH:9][C:10](=[O:23])[C:11]1[CH:16]=[CH:15][C:14]([CH2:17][CH2:18][C:19]([O:21][CH3:22])=[O:20])=[CH:13][CH:12]=1)([CH3:4])([CH3:3])[CH3:2].C(N(CC)CC)C.[C:33]([NH:36][C:37]1[CH:42]=[CH:41][C:40]([S:43](Cl)(=[O:45])=[O:44])=[CH:39][CH:38]=1)(=[O:35])[CH3:34]. Product: [C:1]([O:5][C:6](=[O:25])[C@@H:7]([NH:24][S:43]([C:40]1[CH:39]=[CH:38][C:37]([NH:36][C:33](=[O:35])[CH3:34])=[CH:42][CH:41]=1)(=[O:45])=[O:44])[CH2:8][NH:9][C:10](=[O:23])[C:11]1[CH:12]=[CH:13][C:14]([CH2:17][CH2:18][C:19]([O:21][CH3:22])=[O:20])=[CH:15][CH:16]=1)([CH3:4])([CH3:2])[CH3:3]. The catalyst class is: 9. (5) Reactant: [CH3:1][O:2][C:3]1[CH:4]=[C:5]2[C:10](=[CH:11][C:12]=1[O:13][CH3:14])[N:9]=[CH:8][CH:7]=[C:6]2[O:15][C:16]1[C:22]([CH3:23])=[CH:21][C:19]([NH2:20])=[C:18]([CH3:24])[CH:17]=1.Cl[C:26](Cl)([O:28][C:29](=[O:35])OC(Cl)(Cl)Cl)Cl.[CH:37]1[C:46]2[C:41](=[CH:42][CH:43]=[CH:44][CH:45]=2)[CH:40]=[CH:39][C:38]=1CO.C(=O)(O)[O-].[Na+]. Product: [CH3:1][O:2][C:3]1[CH:4]=[C:5]2[C:10](=[CH:11][C:12]=1[O:13][CH3:14])[N:9]=[CH:8][CH:7]=[C:6]2[O:15][C:16]1[C:22]([CH3:23])=[CH:21][C:19]([NH:20][C:29](=[O:35])[O:28][CH2:26][C:39]2[CH:38]=[CH:37][C:46]3[C:41](=[CH:42][CH:43]=[CH:44][CH:45]=3)[CH:40]=2)=[C:18]([CH3:24])[CH:17]=1. The catalyst class is: 208. (6) Reactant: [CH3:1][C:2]1[C:6]([C:7]2[CH:8]=[C:9]3[NH:15][CH:14]=[C:13]([C:16]4[CH:17]=[N:18][N:19]([CH3:21])[CH:20]=4)[C:10]3=[N:11][CH:12]=2)=[C:5]([CH3:22])[O:4][N:3]=1.[H-].[Na+].[N+](C1C=CC(S(O[CH2:38][CH:39]2[CH2:44][CH2:43][C:42]([F:46])([F:45])[CH2:41][CH2:40]2)(=O)=O)=CC=1)([O-])=O.O. Product: [F:45][C:42]1([F:46])[CH2:43][CH2:44][CH:39]([CH2:38][N:15]2[C:9]3[C:10](=[N:11][CH:12]=[C:7]([C:6]4[C:2]([CH3:1])=[N:3][O:4][C:5]=4[CH3:22])[CH:8]=3)[C:13]([C:16]3[CH:17]=[N:18][N:19]([CH3:21])[CH:20]=3)=[CH:14]2)[CH2:40][CH2:41]1. The catalyst class is: 3. (7) Reactant: Br[C:2]1[C:7](=[O:8])[N:6]([CH2:9][C:10]2[CH:15]=[CH:14][C:13]([C:16]3[C:17]([C:22]#[N:23])=[CH:18][CH:19]=[CH:20][CH:21]=3)=[CH:12][CH:11]=2)[C:5]([CH2:24][CH2:25][CH3:26])=[N:4][C:3]=1[CH3:27].[CH3:28][C:29]1([CH3:42])[CH2:38][CH2:37][C:36]2[C:31](=[CH:32][CH:33]=[C:34](B(O)O)[CH:35]=2)[O:30]1.C(=O)([O-])[O-].[Cs+].[Cs+]. Product: [CH3:28][C:29]1([CH3:42])[CH2:38][CH2:37][C:36]2[C:31](=[CH:32][CH:33]=[C:34]([C:2]3[C:7](=[O:8])[N:6]([CH2:9][C:10]4[CH:15]=[CH:14][C:13]([C:16]5[C:17]([C:22]#[N:23])=[CH:18][CH:19]=[CH:20][CH:21]=5)=[CH:12][CH:11]=4)[C:5]([CH2:24][CH2:25][CH3:26])=[N:4][C:3]=3[CH3:27])[CH:35]=2)[O:30]1. The catalyst class is: 439.